Dataset: Full USPTO retrosynthesis dataset with 1.9M reactions from patents (1976-2016). Task: Predict the reactants needed to synthesize the given product. Given the product [CH2:1]([O:3][C:4]1[N:8]([CH2:9][C:10]2[CH:11]=[CH:12][C:13]([C:16]3[CH:21]=[CH:20][CH:19]=[CH:18][C:17]=3[C:22]3[NH:23][C:26](=[O:28])[O:25][N:24]=3)=[CH:14][CH:15]=2)[C:7]2[C:31]([C:35]([O:37][CH2:38][C:39]3[O:40][C:41](=[O:45])[O:42][C:43]=3[CH3:44])=[O:36])=[CH:32][CH:33]=[CH:34][C:6]=2[N:5]=1)[CH3:2], predict the reactants needed to synthesize it. The reactants are: [CH2:1]([O:3][C:4]1[N:8]([CH2:9][C:10]2[CH:15]=[CH:14][C:13]([C:16]3[CH:21]=[CH:20][CH:19]=[CH:18][C:17]=3[C:22](=[N:24][O:25][C:26]([O:28]CC)=O)[NH2:23])=[CH:12][CH:11]=2)[C:7]2[C:31]([C:35]([O:37][CH2:38][C:39]3[O:40][C:41](=[O:45])[O:42][C:43]=3[CH3:44])=[O:36])=[CH:32][CH:33]=[CH:34][C:6]=2[N:5]=1)[CH3:2].